Task: Predict the product of the given reaction.. Dataset: Forward reaction prediction with 1.9M reactions from USPTO patents (1976-2016) Given the reactants [NH2:1][C@H:2]([C:42]1[CH:47]=[CH:46][CH:45]=[CH:44][CH:43]=1)[CH2:3][N:4]1[C:9](=[O:10])[C:8]2[C:11]3([O:27][CH2:28][C:7]=2[N:6]([CH2:29][C:30]2[C:35]([C:36]([F:39])([F:38])[F:37])=[CH:34][CH:33]=[CH:32][C:31]=2[F:40])[C:5]1=[O:41])[CH2:16][CH2:15][N:14]([CH2:17][C:18]1[O:19][C:20]([C:23]([F:26])([F:25])[F:24])=[CH:21][CH:22]=1)[CH2:13][CH2:12]3.[CH3:48][O:49][NH:50][C:51](=[O:56])[O:52][CH2:53][CH2:54]Br.[I-].[Na+].C([O-])([O-])=O.[K+].[K+], predict the reaction product. The product is: [CH3:48][O:49][NH:50][C:51](=[O:56])[O:52][CH2:53][CH2:54][NH:1][C@H:2]([C:42]1[CH:43]=[CH:44][CH:45]=[CH:46][CH:47]=1)[CH2:3][N:4]1[C:9](=[O:10])[C:8]2[C:11]3([O:27][CH2:28][C:7]=2[N:6]([CH2:29][C:30]2[C:35]([C:36]([F:39])([F:38])[F:37])=[CH:34][CH:33]=[CH:32][C:31]=2[F:40])[C:5]1=[O:41])[CH2:12][CH2:13][N:14]([CH2:17][C:18]1[O:19][C:20]([C:23]([F:24])([F:25])[F:26])=[CH:21][CH:22]=1)[CH2:15][CH2:16]3.